Task: Predict the reaction yield, written as a fraction of the theoretical maximum amount of product (1.0 means a 100% yield; for example, 0.34 means a 34% yield).. Dataset: Reaction yield outcomes from USPTO patents with 853,638 reactions (1) The reactants are [NH2:1][CH:2]1[CH2:7][CH2:6][N:5]([CH2:8][CH2:9][N:10]2[C:15]3[CH:16]=[C:17]([Br:20])[CH:18]=[CH:19][C:14]=3[O:13][CH2:12][C:11]2=[O:21])[CH2:4][CH2:3]1.[O:22]=[C:23]1[CH2:28][O:27][C:26]2[CH:29]=[CH:30][C:31]([CH:33]=O)=[N:32][C:25]=2[NH:24]1.C([BH3-])#N.[Na+]. No catalyst specified. The product is [Br:20][C:17]1[CH:18]=[CH:19][C:14]2[O:13][CH2:12][C:11](=[O:21])[N:10]([CH2:9][CH2:8][N:5]3[CH2:4][CH2:3][CH:2]([NH:1][CH2:33][C:31]4[CH:30]=[CH:29][C:26]5[O:27][CH2:28][C:23](=[O:22])[NH:24][C:25]=5[N:32]=4)[CH2:7][CH2:6]3)[C:15]=2[CH:16]=1. The yield is 0.220. (2) The reactants are CN1CCOCC1.[Si:8]([O:25][CH2:26][C@H:27]1[CH2:31][CH2:30][C@:29]([CH2:33][OH:34])([CH3:32])[C:28]1([CH3:36])[CH3:35])([C:21]([CH3:24])([CH3:23])[CH3:22])([C:15]1[CH:20]=[CH:19][CH:18]=[CH:17][CH:16]=1)[C:9]1[CH:14]=[CH:13][CH:12]=[CH:11][CH:10]=1. The yield is 0.810. The catalyst is C(Cl)Cl.[Ru]([O-])(=O)(=O)=O.C([N+](CCC)(CCC)CCC)CC. The product is [Si:8]([O:25][CH2:26][C@H:27]1[CH2:31][CH2:30][C@@:29]([CH3:32])([CH:33]=[O:34])[C:28]1([CH3:36])[CH3:35])([C:21]([CH3:23])([CH3:24])[CH3:22])([C:15]1[CH:16]=[CH:17][CH:18]=[CH:19][CH:20]=1)[C:9]1[CH:10]=[CH:11][CH:12]=[CH:13][CH:14]=1. (3) The reactants are [CH3:1][N:2]1[C:10]2[C:5](=[CH:6][CH:7]=[CH:8][CH:9]=2)[CH:4]=[C:3]1[CH:11]=O.[CH2:13]([NH2:20])[CH2:14][CH2:15][CH2:16][CH2:17][CH2:18][CH3:19].C(O)(=O)C.C([BH3-])#N.[Na+]. The catalyst is C(O)C.O. The product is [CH2:13]([NH:20][CH2:11][C:3]1[N:2]([CH3:1])[C:10]2[C:5]([CH:4]=1)=[CH:6][CH:7]=[CH:8][CH:9]=2)[CH2:14][CH2:15][CH2:16][CH2:17][CH2:18][CH3:19]. The yield is 0.610. (4) The reactants are [C:1]([O:5][C:6](=[O:33])NC(CC1C=C(F)C=C(F)C=1)C(O)CNC1(C2C=CC=C(C#C)C=2)CC1)([CH3:4])([CH3:3])[CH3:2].Cl.CO.O1CCO[CH2:39][CH2:38]1. No catalyst specified. The product is [C:6]([C:38]#[CH:39])([O:5][C:1]([CH3:2])([CH3:3])[CH3:4])=[O:33]. The yield is 1.06.